From a dataset of Reaction yield outcomes from USPTO patents with 853,638 reactions. Predict the reaction yield, written as a fraction of the theoretical maximum amount of product (1.0 means a 100% yield; for example, 0.34 means a 34% yield). The reactants are Br[C:2]1[C:3]2[CH2:10][CH2:9][CH:8]([NH:11][S:12]([CH2:15][CH3:16])(=[O:14])=[O:13])[C:4]=2[CH:5]=[N:6][CH:7]=1.[F:17][C:18]1[CH:19]=[C:20](B(O)O)[CH:21]=[CH:22][C:23]=1[C:24]([F:27])([F:26])[F:25]. No catalyst specified. The product is [F:17][C:18]1[CH:19]=[C:20]([C:2]2[C:3]3[CH2:10][CH2:9][CH:8]([NH:11][S:12]([CH2:15][CH3:16])(=[O:14])=[O:13])[C:4]=3[CH:5]=[N:6][CH:7]=2)[CH:21]=[CH:22][C:23]=1[C:24]([F:25])([F:26])[F:27]. The yield is 0.720.